This data is from Catalyst prediction with 721,799 reactions and 888 catalyst types from USPTO. The task is: Predict which catalyst facilitates the given reaction. Reactant: [CH3:1][S:2]([O:5][C:6]1[C:14]([O:15][CH3:16])=[CH:13][C:12]([C:17]2[N:18]([C:28]([O:30][C:31]([CH3:34])([CH3:33])[CH3:32])=[O:29])[C:19]3[C:24]([CH:25]=2)=[CH:23][C:22]([CH:26]=O)=[CH:21][CH:20]=3)=[C:11]2[C:7]=1[CH2:8][NH:9][C:10]2=[O:35])(=[O:4])=[O:3].[CH3:36][NH:37][CH2:38][C:39]1[CH:44]=[CH:43][CH:42]=[CH:41][CH:40]=1.C(O)(=O)C.C(O[BH-](OC(=O)C)OC(=O)C)(=O)C.[Na+]. Product: [CH3:1][S:2]([O:5][C:6]1[C:14]([O:15][CH3:16])=[CH:13][C:12]([C:17]2[N:18]([C:28]([O:30][C:31]([CH3:33])([CH3:32])[CH3:34])=[O:29])[C:19]3[C:24]([CH:25]=2)=[CH:23][C:22]([CH2:26][NH:37][CH2:38][C:39]2[CH:44]=[CH:43][CH:42]=[CH:41][CH:40]=2)=[CH:21][CH:20]=3)=[C:11]2[C:7]=1[CH2:8][NH:9][C:10]2=[O:35])(=[O:4])=[O:3].[CH3:1][S:2]([O:5][C:6]1[C:14]([O:15][CH3:16])=[CH:13][C:12]([C:17]2[N:18]([C:28]([O:30][C:31]([CH3:32])([CH3:33])[CH3:34])=[O:29])[C:19]3[C:24]([CH:25]=2)=[CH:23][C:22]([CH2:26][N:37]([CH2:38][C:39]2[CH:44]=[CH:43][CH:42]=[CH:41][CH:40]=2)[CH3:36])=[CH:21][CH:20]=3)=[C:11]2[C:7]=1[CH2:8][NH:9][C:10]2=[O:35])(=[O:3])=[O:4]. The catalyst class is: 10.